From a dataset of Full USPTO retrosynthesis dataset with 1.9M reactions from patents (1976-2016). Predict the reactants needed to synthesize the given product. (1) Given the product [C:1]([O:4][CH2:5][C:6]1[NH:24][C:25]2[N:29]([CH3:30])[NH:28][C:27](=[O:31])[C:26]=2[CH:18]([C:17]2[CH:20]=[CH:21][C:22]([F:23])=[C:15]([Br:14])[CH:16]=2)[C:7]=1[C:8]([O:10][CH2:11][CH3:12])=[O:9])(=[O:3])[CH3:2], predict the reactants needed to synthesize it. The reactants are: [C:1]([O:4][CH2:5][C:6](=O)[CH2:7][C:8]([O:10][CH2:11][CH3:12])=[O:9])(=[O:3])[CH3:2].[Br:14][C:15]1[CH:16]=[C:17]([CH:20]=[CH:21][C:22]=1[F:23])[CH:18]=O.[NH2:24][C:25]1[N:29]([CH3:30])[NH:28][C:27](=[O:31])[CH:26]=1. (2) Given the product [N:15]1([C:12]2[S:13][CH:14]=[C:10]([C:6]3[CH:5]=[C:4]([CH:9]=[CH:8][CH:7]=3)[C:2]#[N:3])[N:11]=2)[CH2:20][CH2:19][NH:18][CH2:17][CH2:16]1, predict the reactants needed to synthesize it. The reactants are: Cl.[C:2]([C:4]1[CH:5]=[C:6]([C:10]2[N:11]=[C:12]([N:15]3[CH2:20][CH2:19][N:18](C(OC(C)(C)C)=O)[CH2:17][CH2:16]3)[S:13][CH:14]=2)[CH:7]=[CH:8][CH:9]=1)#[N:3]. (3) Given the product [CH3:36][O:35][C:34]1[CH:33]=[CH:32][C:31]([C:22]([NH:19][C:10]2[C@:11]([CH3:18])([C:14]([F:15])([F:17])[F:16])[O:12][CH2:13][C@:8]([C:6]3[C:5]([F:21])=[CH:4][CH:3]=[C:2]([Br:1])[N:7]=3)([CH3:20])[N:9]=2)([C:23]2[CH:24]=[CH:25][C:26]([O:27][CH3:28])=[CH:29][CH:30]=2)[C:39]2[CH:44]=[CH:43][CH:42]=[CH:41][CH:40]=2)=[CH:38][CH:37]=1, predict the reactants needed to synthesize it. The reactants are: [Br:1][C:2]1[N:7]=[C:6]([C@:8]2([CH3:20])[CH2:13][O:12][C@@:11]([CH3:18])([C:14]([F:17])([F:16])[F:15])[C:10]([NH2:19])=[N:9]2)[C:5]([F:21])=[CH:4][CH:3]=1.[C:22](Cl)([C:39]1[CH:44]=[CH:43][CH:42]=[CH:41][CH:40]=1)([C:31]1[CH:38]=[CH:37][C:34]([O:35][CH3:36])=[CH:33][CH:32]=1)[C:23]1[CH:30]=[CH:29][C:26]([O:27][CH3:28])=[CH:25][CH:24]=1.C(N(CC)CC)C. (4) Given the product [Cl:35][C:36]1[CH:41]=[CH:40][CH:39]=[C:38]([Cl:42])[C:37]=1[S:43]([NH:8][C:7]1[C:2]([Cl:1])=[N:3][CH:4]=[C:5]([C:9]2[CH:10]=[C:11]3[C:16](=[CH:17][CH:18]=2)[N:15]=[CH:14][CH:13]=[C:12]3[N:19]2[CH2:24][CH2:23][O:22][CH2:21][CH2:20]2)[CH:6]=1)(=[O:45])=[O:44], predict the reactants needed to synthesize it. The reactants are: [Cl:1][C:2]1[C:7]([NH2:8])=[CH:6][C:5]([C:9]2[CH:10]=[C:11]3[C:16](=[CH:17][CH:18]=2)[N:15]=[CH:14][CH:13]=[C:12]3[N:19]2[CH2:24][CH2:23][O:22][CH2:21][CH2:20]2)=[CH:4][N:3]=1.C[Si]([N-][Si](C)(C)C)(C)C.[Na+].[Cl:35][C:36]1[CH:41]=[CH:40][CH:39]=[C:38]([Cl:42])[C:37]=1[S:43](Cl)(=[O:45])=[O:44]. (5) Given the product [F:10][C:11]1[CH:16]=[CH:15][C:14]([F:17])=[CH:13][C:12]=1[CH:18]1[CH2:22][CH2:21][CH2:20][N:19]1[C:23]1[CH:28]=[CH:27][N:26]2[N:29]=[CH:30][C:31]([C:32]([OH:34])=[O:33])=[C:25]2[CH:24]=1.[F:10][C:11]1[CH:16]=[CH:15][C:14]([F:17])=[CH:13][C:12]=1[CH:18]1[CH2:22][CH2:21][CH2:20][N:19]1[C:23]1[CH:28]=[CH:27][N:26]2[N:29]=[CH:30][C:31]([C:32]([N:59]3[CH2:63][CH2:62][C@H:61]([OH:64])[CH2:60]3)=[O:34])=[C:25]2[CH:24]=1, predict the reactants needed to synthesize it. The reactants are: CCN(C(C)C)C(C)C.[F:10][C:11]1[CH:16]=[CH:15][C:14]([F:17])=[CH:13][C:12]=1[CH:18]1[CH2:22][CH2:21][CH2:20][N:19]1[C:23]1[CH:28]=[CH:27][N:26]2[N:29]=[CH:30][C:31]([C:32]([OH:34])=[O:33])=[C:25]2[CH:24]=1.CN(C(ON1N=NC2C=CC=NC1=2)=[N+](C)C)C.F[P-](F)(F)(F)(F)F.[NH:59]1[CH2:63][CH2:62][C@H:61]([OH:64])[CH2:60]1. (6) Given the product [CH3:9][O:10][C:11]1[CH:16]=[CH:15][C:14]([C:2]2[S:6][C:5]([CH:7]=[O:8])=[CH:4][CH:3]=2)=[CH:13][CH:12]=1, predict the reactants needed to synthesize it. The reactants are: Br[C:2]1[S:6][C:5]([CH:7]=[O:8])=[CH:4][CH:3]=1.[CH3:9][O:10][C:11]1[CH:16]=[CH:15][C:14](B(O)O)=[CH:13][CH:12]=1.